From a dataset of Catalyst prediction with 721,799 reactions and 888 catalyst types from USPTO. Predict which catalyst facilitates the given reaction. (1) Reactant: Cl[C:2]1[N:7]=[CH:6][N:5]=[C:4]([NH:8][CH3:9])[N:3]=1.[Na+].[I-].[CH2:12]([N:14]1[CH2:19][CH2:18][N:17]([C:20]2[CH:26]=[CH:25][C:23]([NH2:24])=[CH:22][CH:21]=2)[CH2:16][CH2:15]1)[CH3:13].C(N(C(C)C)C(C)C)C. Product: [CH3:9][NH:8][C:4]1[N:3]=[C:2]([NH:24][C:23]2[CH:22]=[CH:21][C:20]([N:17]3[CH2:16][CH2:15][N:14]([CH2:12][CH3:13])[CH2:19][CH2:18]3)=[CH:26][CH:25]=2)[N:7]=[CH:6][N:5]=1. The catalyst class is: 14. (2) Reactant: [CH2:1]([O:8][C:9]([N:11]1[CH2:15][CH2:14][CH:13]([CH2:16]OS(C2C=CC(C)=CC=2)(=O)=O)[CH2:12]1)=[O:10])[C:2]1[CH:7]=[CH:6][CH:5]=[CH:4][CH:3]=1.[C-:28]#[N:29].[Na+].C(=O)(O)[O-].[Na+]. Product: [CH2:1]([O:8][C:9]([N:11]1[CH2:15][CH2:14][CH:13]([CH2:16][C:28]#[N:29])[CH2:12]1)=[O:10])[C:2]1[CH:3]=[CH:4][CH:5]=[CH:6][CH:7]=1. The catalyst class is: 16.